This data is from Reaction yield outcomes from USPTO patents with 853,638 reactions. The task is: Predict the reaction yield, written as a fraction of the theoretical maximum amount of product (1.0 means a 100% yield; for example, 0.34 means a 34% yield). (1) The reactants are [C:1]([N:4]1[C:13]2[C:8](=[CH:9][C:10]([F:14])=[CH:11][CH:12]=2)[CH:7]([NH:15][C:16]2[CH:21]=[CH:20][C:19]([C:22]([O:24]CC)=[O:23])=[CH:18][CH:17]=2)[CH2:6][CH:5]1[CH3:27])(=[O:3])[CH3:2].[OH-].[Na+]. The catalyst is C(O)C. The product is [C:1]([N:4]1[C:13]2[C:8](=[CH:9][C:10]([F:14])=[CH:11][CH:12]=2)[CH:7]([NH:15][C:16]2[CH:21]=[CH:20][C:19]([C:22]([OH:24])=[O:23])=[CH:18][CH:17]=2)[CH2:6][CH:5]1[CH3:27])(=[O:3])[CH3:2]. The yield is 0.870. (2) The reactants are [N:1]1[CH:6]=[C:5]([C:7]2([OH:17])[CH2:16][CH2:15][C:10]3(OCC[O:11]3)[CH2:9][CH2:8]2)[CH:4]=[N:3][CH:2]=1.C([O-])([O-])=O.[Na+].[Na+]. The catalyst is C1COCC1. The product is [OH:17][C:7]1([C:5]2[CH:4]=[N:3][CH:2]=[N:1][CH:6]=2)[CH2:16][CH2:15][C:10](=[O:11])[CH2:9][CH2:8]1. The yield is 0.790. (3) The reactants are [C:1]([O:5][CH2:6][CH2:7][C:8]1[CH:13]=[CH:12][C:11]([N:14]2[C:18]3=[N:19][CH:20]=[C:21]([N+:24]([O-])=O)[C:22]([CH3:23])=[C:17]3[N:16]=[C:15]2[CH2:27][CH3:28])=[CH:10][CH:9]=1)(=[O:4])[CH2:2][CH3:3]. The catalyst is CO.[Pd]. The product is [C:1]([O:5][CH2:6][CH2:7][C:8]1[CH:13]=[CH:12][C:11]([N:14]2[C:18]3=[N:19][CH:20]=[C:21]([NH2:24])[C:22]([CH3:23])=[C:17]3[N:16]=[C:15]2[CH2:27][CH3:28])=[CH:10][CH:9]=1)(=[O:4])[CH2:2][CH3:3]. The yield is 0.990. (4) The reactants are [N:1]1([NH:7][C:8](=[O:17])[C:9]2[CH:14]=[CH:13][C:12]([OH:15])=[C:11](Br)[CH:10]=2)[CH2:6][CH2:5][O:4][CH2:3][CH2:2]1.C[C:19]([N:21](C)C)=O. The catalyst is [C-]#N.[Zn+2].[C-]#N.[Pd].[Zn].C1(P(C2C=CC=CC=2)[C-]2C=CC=C2)C=CC=CC=1.[C-]1(P(C2C=CC=CC=2)C2C=CC=CC=2)C=CC=C1.[Fe+2]. The product is [N:1]1([NH:7][C:8](=[O:17])[C:9]2[CH:14]=[CH:13][C:12]([OH:15])=[C:11]([C:19]#[N:21])[CH:10]=2)[CH2:6][CH2:5][O:4][CH2:3][CH2:2]1. The yield is 0.874. (5) The reactants are I[C:2]1[CH:7]=[C:6]([C:8]2[CH:13]=[CH:12][N:11]=[CH:10][CH:9]=2)[N:5]=[N:4][C:3]=1[O:14][CH3:15].[C:16]([O:20][C:21]([N:23]1[C:31]2[C:26](=[CH:27][CH:28]=[C:29]([Br:32])[CH:30]=2)[CH:25]=[C:24]1B1OC(C)(C)C(C)(C)O1)=[O:22])([CH3:19])([CH3:18])[CH3:17].C(=O)([O-])[O-].[Cs+].[Cs+].ClCCl. The catalyst is O1CCOCC1.O. The product is [C:16]([O:20][C:21]([N:23]1[C:31]2[C:26](=[CH:27][CH:28]=[C:29]([Br:32])[CH:30]=2)[CH:25]=[C:24]1[C:2]1[CH:7]=[C:6]([C:8]2[CH:13]=[CH:12][N:11]=[CH:10][CH:9]=2)[N:5]=[N:4][C:3]=1[O:14][CH3:15])=[O:22])([CH3:19])([CH3:17])[CH3:18]. The yield is 0.960. (6) The reactants are [NH2:1][C:2]1[CH:3]=[CH:4][C:5]([O:30][CH3:31])=[C:6]([C:8]2[C:12]([C:13]([N:15]3[CH2:20][CH2:19][N:18]([C:21]4[C:26]([Cl:27])=[CH:25][C:24]([Cl:28])=[CH:23][N:22]=4)[CH2:17][CH2:16]3)=[O:14])=[C:11]([CH3:29])[O:10][N:9]=2)[CH:7]=1.[CH3:32][S:33](Cl)(=[O:35])=[O:34].CN1CCOCC1. The catalyst is C(Cl)Cl. The product is [Cl:27][C:26]1[C:21]([N:18]2[CH2:17][CH2:16][N:15]([C:13]([C:12]3[C:8]([C:6]4[CH:7]=[C:2]([NH:1][S:33]([CH3:32])(=[O:35])=[O:34])[CH:3]=[CH:4][C:5]=4[O:30][CH3:31])=[N:9][O:10][C:11]=3[CH3:29])=[O:14])[CH2:20][CH2:19]2)=[N:22][CH:23]=[C:24]([Cl:28])[CH:25]=1. The yield is 0.210. (7) The yield is 0.640. The product is [CH2:22]([O:21][C:19](=[O:20])[C:18](=[O:24])[CH2:3][C:4]1[CH:14]=[CH:13][C:7]([C:8]([O:10][CH2:11][CH3:12])=[O:9])=[CH:6][C:5]=1[N+:15]([O-:17])=[O:16])[CH3:23]. The reactants are [H-].[Na+].[CH3:3][C:4]1[CH:14]=[CH:13][C:7]([C:8]([O:10][CH2:11][CH3:12])=[O:9])=[CH:6][C:5]=1[N+:15]([O-:17])=[O:16].[C:18](OCC)(=[O:24])[C:19]([O:21][CH2:22][CH3:23])=[O:20]. The catalyst is C1COCC1.